From a dataset of Forward reaction prediction with 1.9M reactions from USPTO patents (1976-2016). Predict the product of the given reaction. (1) Given the reactants [CH2:1]([O:3][P:4]([O-:8])[O:5][CH2:6][CH3:7])[CH3:2].CC(C)([O-])C.[K+].I[C:16]1[CH:22]=[CH:21][CH:20]=[CH:19][C:17]=1[NH2:18], predict the reaction product. The product is: [CH2:1]([O:3][P:4]([C:16]1[CH:22]=[CH:21][CH:20]=[CH:19][C:17]=1[NH2:18])(=[O:8])[O:5][CH2:6][CH3:7])[CH3:2]. (2) Given the reactants [CH3:1][O:2][C:3]1[CH:8]=[CH:7][C:6]([CH2:9][CH2:10][CH2:11][C:12]([OH:14])=[O:13])=[CH:5][CH:4]=1.S(=O)(=O)(O)O.[CH3:20]O, predict the reaction product. The product is: [CH3:1][O:2][C:3]1[CH:4]=[CH:5][C:6]([CH2:9][CH2:10][CH2:11][C:12]([O:14][CH3:20])=[O:13])=[CH:7][CH:8]=1. (3) Given the reactants Cl[C:2]1[C:7]2[N:8]=[C:9]([CH3:11])[S:10][C:6]=2[C:5](I)=[CH:4][N:3]=1.[CH3:13][S:14]([C:17]1[CH:18]=[C:19](B(O)O)[CH:20]=[CH:21][CH:22]=1)(=[O:16])=[O:15].[NH2:26][C:27]1[S:28][CH:29]=[C:30]([CH3:32])[N:31]=1, predict the reaction product. The product is: [CH3:13][S:14]([C:17]1[CH:18]=[C:19]([C:5]2[C:6]3[S:10][C:9]([CH3:11])=[N:8][C:7]=3[C:2]([NH:26][C:27]3[S:28][CH:29]=[C:30]([CH3:32])[N:31]=3)=[N:3][CH:4]=2)[CH:20]=[CH:21][CH:22]=1)(=[O:16])=[O:15]. (4) Given the reactants [C:1]([C:4]1[CH:16]=[CH:15][C:14]2[C:13]3[C:8](=[CH:9][CH:10]=[CH:11][CH:12]=3)[CH2:7][C:6]=2[CH:5]=1)(=[O:3])[CH3:2].[OH-].[K+].[I-].[K+].O, predict the reaction product. The product is: [CH2:2]([C:7]1([CH2:7][CH2:6][CH2:14][CH3:13])[C:6]2[CH:5]=[C:4]([C:1](=[O:3])[CH3:2])[CH:16]=[CH:15][C:14]=2[C:13]2[C:8]1=[CH:9][CH:10]=[CH:11][CH:12]=2)[CH2:1][CH2:4][CH3:5]. (5) Given the reactants N#N.[CH3:3][C:4]1([C:9]2[S:13][CH:12]=[C:11]([CH2:14][N:15]3[CH:19]=[C:18]([N+:20]([O-])=O)[CH:17]=[N:16]3)[CH:10]=2)[O:8][CH2:7][CH2:6][O:5]1.[NH4+].[Cl-], predict the reaction product. The product is: [CH3:3][C:4]1([C:9]2[S:13][CH:12]=[C:11]([CH2:14][N:15]3[CH:19]=[C:18]([NH2:20])[CH:17]=[N:16]3)[CH:10]=2)[O:8][CH2:7][CH2:6][O:5]1. (6) Given the reactants Br[C:2]1[CH:24]=[CH:23][C:5]2[C:6]3[N:7]=[C:8]([C:14]4[N:15]([CH:20]([CH3:22])[CH3:21])[N:16]=[C:17]([CH3:19])[N:18]=4)[S:9][C:10]=3[CH2:11][CH2:12][O:13][C:4]=2[CH:3]=1.[C:25]([O:29][C:30]([N:32]1[CH2:35][CH:34]([N:36]2[CH:40]=[C:39](B3OC(C)(C)C(C)(C)O3)[CH:38]=[N:37]2)[CH2:33]1)=[O:31])([CH3:28])([CH3:27])[CH3:26], predict the reaction product. The product is: [C:25]([O:29][C:30]([N:32]1[CH2:35][CH:34]([N:36]2[CH:40]=[C:39]([C:2]3[CH:24]=[CH:23][C:5]4[C:6]5[N:7]=[C:8]([C:14]6[N:15]([CH:20]([CH3:22])[CH3:21])[N:16]=[C:17]([CH3:19])[N:18]=6)[S:9][C:10]=5[CH2:11][CH2:12][O:13][C:4]=4[CH:3]=3)[CH:38]=[N:37]2)[CH2:33]1)=[O:31])([CH3:28])([CH3:26])[CH3:27]. (7) The product is: [Cl:10][CH2:11][CH2:12][NH:13][C:14]([NH:8][CH:6]1[CH2:5][CH2:4][O:3][C:2]([CH3:9])([CH3:1])[CH2:7]1)=[O:15]. Given the reactants [CH3:1][C:2]1([CH3:9])[CH2:7][CH:6]([NH2:8])[CH2:5][CH2:4][O:3]1.[Cl:10][CH2:11][CH2:12][N:13]=[C:14]=[O:15], predict the reaction product. (8) The product is: [C:1]1([CH:11]([C:13]2[C:22]3[C:17](=[CH:18][CH:19]=[CH:20][CH:21]=3)[CH:16]=[CH:15][CH:14]=2)[NH:26][CH:23]([CH3:25])[CH3:24])[C:10]2[C:5](=[CH:6][CH:7]=[CH:8][CH:9]=2)[CH:4]=[CH:3][CH:2]=1. Given the reactants [C:1]1([C:11]([C:13]2[C:22]3[C:17](=[CH:18][CH:19]=[CH:20][CH:21]=3)[CH:16]=[CH:15][CH:14]=2)=O)[C:10]2[C:5](=[CH:6][CH:7]=[CH:8][CH:9]=2)[CH:4]=[CH:3][CH:2]=1.[CH:23]([NH2:26])([CH3:25])[CH3:24].[OH-].[Na+], predict the reaction product. (9) Given the reactants [F:1][C:2]1[CH:11]=[C:10]([F:12])[CH:9]=[C:8]2[C:3]=1[C:4](=[O:13])[CH2:5][CH2:6][O:7]2.[BH4-].[Na+], predict the reaction product. The product is: [F:1][C:2]1[CH:11]=[C:10]([F:12])[CH:9]=[C:8]2[C:3]=1[CH:4]([OH:13])[CH2:5][CH2:6][O:7]2.